From a dataset of Catalyst prediction with 721,799 reactions and 888 catalyst types from USPTO. Predict which catalyst facilitates the given reaction. (1) Reactant: [Cl:1][C:2]1[CH:31]=[CH:30][CH:29]=[C:28]([C:32]([F:35])([F:34])[F:33])[C:3]=1[C:4]([N:6]1[C:10]2=[CH:11][N:12]=[C:13]([NH:15][CH3:16])[CH:14]=[C:9]2[C:8]([C:17]2[CH:26]=[CH:25][C:20]([C:21]([O:23]C)=[O:22])=[CH:19][C:18]=2[F:27])=[CH:7]1)=[O:5].O.O[Li].O.Cl. Product: [Cl:1][C:2]1[CH:31]=[CH:30][CH:29]=[C:28]([C:32]([F:33])([F:34])[F:35])[C:3]=1[C:4]([N:6]1[C:10]2=[CH:11][N:12]=[C:13]([NH:15][CH3:16])[CH:14]=[C:9]2[C:8]([C:17]2[CH:26]=[CH:25][C:20]([C:21]([OH:23])=[O:22])=[CH:19][C:18]=2[F:27])=[CH:7]1)=[O:5]. The catalyst class is: 1. (2) Reactant: Br[C:2]1[CH:3]=[C:4]2[C:10]([C:11]3[S:12][CH:13]=[CH:14][N:15]=3)=[CH:9][N:8](S(C3C=CC(C)=CC=3)(=O)=O)[C:5]2=[N:6][CH:7]=1.[N:26]1[CH:31]=[CH:30][CH:29]=[C:28](B(O)O)[CH:27]=1.C(#N)C.C([O-])(O)=O.[Na+]. Product: [N:26]1[CH:31]=[CH:30][CH:29]=[C:28]([C:2]2[CH:3]=[C:4]3[C:10]([C:11]4[S:12][CH:13]=[CH:14][N:15]=4)=[CH:9][NH:8][C:5]3=[N:6][CH:7]=2)[CH:27]=1. The catalyst class is: 13. (3) Reactant: [Cl:1][C:2]1[CH:7]=[CH:6][C:5]([N+:8]([O-])=O)=[CH:4][C:3]=1[O:11][CH2:12][CH2:13][CH3:14]. Product: [Cl:1][C:2]1[CH:7]=[CH:6][C:5]([NH2:8])=[CH:4][C:3]=1[O:11][CH2:12][CH2:13][CH3:14]. The catalyst class is: 180. (4) Reactant: [Cu][C:2]#[N:3].[CH:4]1([C:10]2[CH:15]=[C:14](Br)[CH:13]=[CH:12][C:11]=2[OH:17])[CH2:9][CH2:8][CH2:7][CH2:6][CH2:5]1. Product: [CH:4]1([C:10]2[CH:15]=[C:14]([CH:13]=[CH:12][C:11]=2[OH:17])[C:2]#[N:3])[CH2:5][CH2:6][CH2:7][CH2:8][CH2:9]1. The catalyst class is: 44. (5) Reactant: [Mg].[F:2][C:3]1[CH:10]=[CH:9][CH:8]=[CH:7][C:4]=1[CH2:5][Cl:6].[CH2:11]([C:18]1([N:25]([CH3:27])[CH3:26])[CH2:23][CH2:22][C:21](=[O:24])[CH2:20][CH2:19]1)[C:12]1[CH:17]=[CH:16][CH:15]=[CH:14][CH:13]=1.[Cl-].[NH4+]. Product: [CH2:11]([C:18]1([N:25]([CH3:26])[CH3:27])[CH2:23][CH2:22][C:21]([CH2:5][C:4]2[CH:7]=[CH:8][CH:9]=[CH:10][C:3]=2[F:2])([OH:24])[CH2:20][CH2:19]1)[C:12]1[CH:17]=[CH:16][CH:15]=[CH:14][CH:13]=1.[ClH:6].[CH2:11]([C:18]1([N:25]([CH3:26])[CH3:27])[CH2:23][CH2:22][C:21]([CH2:5][C:4]2[CH:7]=[CH:8][CH:9]=[CH:10][C:3]=2[F:2])([OH:24])[CH2:20][CH2:19]1)[C:12]1[CH:17]=[CH:16][CH:15]=[CH:14][CH:13]=1. The catalyst class is: 27. (6) Reactant: [Cl:1][C:2]1[CH:3]=[C:4]2[C:8](=[CH:9][CH:10]=1)[NH:7][C:6]([C:11]([OH:13])=O)=[CH:5]2.N1C=CC=CC=1.[F-:20]. Product: [Cl:1][C:2]1[CH:3]=[C:4]2[C:8](=[CH:9][CH:10]=1)[NH:7][C:6]([C:11]([F:20])=[O:13])=[CH:5]2. The catalyst class is: 10. (7) Reactant: [C:1]([C:3]1[C:12]([CH2:13][C:14]2[CH:19]=[CH:18][C:17]([N:20]3[CH:24]=[CH:23][CH:22]=[N:21]3)=[CH:16][CH:15]=2)=[CH:11][C:6]([C:7]([O:9]C)=[O:8])=[C:5]([CH:25]=[CH2:26])[C:4]=1[CH3:27])#[N:2].O.[OH-].[Li+].CO. Product: [C:1]([C:3]1[C:12]([CH2:13][C:14]2[CH:15]=[CH:16][C:17]([N:20]3[CH:24]=[CH:23][CH:22]=[N:21]3)=[CH:18][CH:19]=2)=[CH:11][C:6]([C:7]([OH:9])=[O:8])=[C:5]([CH:25]=[CH2:26])[C:4]=1[CH3:27])#[N:2]. The catalyst class is: 20. (8) Reactant: C(N(CC)CC)C.[Cl:8][C:9]1[C:27]([C:28]([O:30][CH:31]([CH3:33])[CH3:32])=[O:29])=[CH:26][C:12]([NH:13][C:14]([N:16]2[N:21]([C:22](OC)=[O:23])[CH2:20][CH2:19][O:18][CH2:17]2)=[S:15])=[C:11]([F:34])[CH:10]=1. Product: [Cl:8][C:9]1[CH:10]=[C:11]([F:34])[C:12]([N:13]2[C:14](=[S:15])[N:16]3[CH2:17][O:18][CH2:19][CH2:20][N:21]3[C:22]2=[O:23])=[CH:26][C:27]=1[C:28]([O:30][CH:31]([CH3:33])[CH3:32])=[O:29]. The catalyst class is: 252. (9) Reactant: [Br:1][C:2]1[CH:11]=[C:10]2[C:5]([CH2:6][CH2:7][C:8]3([CH2:17][CH2:16][CH:15]([O:18][CH3:19])[CH2:14][CH2:13]3)[C:9]2=[NH:12])=[CH:4][CH:3]=1.O=[C:21]([CH3:25])[C:22](=[S:24])[NH2:23]. Product: [Br:1][C:2]1[CH:11]=[C:10]2[C:5]([CH2:6][CH2:7][C:8]3([C:9]42[NH:23][C:22](=[S:24])[C:21]([CH3:25])=[N:12]4)[CH2:17][CH2:16][CH:15]([O:18][CH3:19])[CH2:14][CH2:13]3)=[CH:4][CH:3]=1. The catalyst class is: 5.